Dataset: Catalyst prediction with 721,799 reactions and 888 catalyst types from USPTO. Task: Predict which catalyst facilitates the given reaction. (1) Reactant: [CH3:1][O:2][C:3]1[CH:8]=[C:7]([N+:9]([O-])=O)[CH:6]=[CH:5][C:4]=1[S:12]([CH2:14][CH2:15][O:16][CH2:17][CH2:18][O:19][CH2:20][CH2:21][O:22][CH3:23])=[O:13]. Product: [CH3:1][O:2][C:3]1[CH:8]=[C:7]([CH:6]=[CH:5][C:4]=1[S:12]([CH2:14][CH2:15][O:16][CH2:17][CH2:18][O:19][CH2:20][CH2:21][O:22][CH3:23])=[O:13])[NH2:9]. The catalyst class is: 29. (2) The catalyst class is: 1. Reactant: C([O:3][C:4]([CH:6]1[CH:10]([C:11]2[CH:16]=[CH:15][C:14]([Cl:17])=[C:13]([Cl:18])[CH:12]=2)[CH2:9][N:8]([CH2:19][C:20]2[CH:25]=[CH:24][CH:23]=[CH:22][CH:21]=2)[CH2:7]1)=O)C.[H-].[H-].[H-].[H-].[Li+].[Al+3].O.[OH-].[Na+]. Product: [CH2:19]([N:8]1[CH2:9][CH:10]([C:11]2[CH:16]=[CH:15][C:14]([Cl:17])=[C:13]([Cl:18])[CH:12]=2)[CH:6]([CH2:4][OH:3])[CH2:7]1)[C:20]1[CH:21]=[CH:22][CH:23]=[CH:24][CH:25]=1. (3) Reactant: [Cl:1][C:2]1[CH:20]=[CH:19][CH:18]=[C:17]([Cl:21])[C:3]=1[CH2:4][CH:5]1[CH2:9][CH2:8][N:7]([CH:10]2[CH2:15][CH2:14][CH2:13][NH:12][CH2:11]2)[C:6]1=[O:16].C=O.[C:24](O[BH-](OC(=O)C)OC(=O)C)(=O)C.[Na+].C(OCC)(=O)C.Cl. Product: [ClH:1].[Cl:1][C:2]1[CH:20]=[CH:19][CH:18]=[C:17]([Cl:21])[C:3]=1[CH2:4][CH:5]1[CH2:9][CH2:8][N:7]([CH:10]2[CH2:15][CH2:14][CH2:13][N:12]([CH3:24])[CH2:11]2)[C:6]1=[O:16]. The catalyst class is: 411. (4) Reactant: [Cl:1][CH2:2][C:3]([NH:5][OH:6])=[NH:4].[CH3:7][C:8]([CH3:13])([CH3:12])[C:9](Cl)=O.C(N(CC)CC)C. The catalyst class is: 9. Product: [Cl:1][CH2:2][C:3]1[N:4]=[C:7]([C:8]([CH3:13])([CH3:12])[CH3:9])[O:6][N:5]=1. (5) Reactant: [CH2:1]([N:4]1[C:12](=[O:13])[C:11]2[N:10]([CH2:14][O:15][CH2:16][CH2:17][Si:18]([CH3:21])([CH3:20])[CH3:19])[C:9]([C:22]3[CH:23]=[N:24][NH:25][CH:26]=3)=[N:8][C:7]=2[N:6]=[CH:5]1)[CH2:2][CH3:3].Br[CH2:28][C:29]1[CH:30]=[N:31][CH:32]=[CH:33][CH:34]=1.C([O-])([O-])=O.[K+].[K+]. Product: [CH2:1]([N:4]1[C:12](=[O:13])[C:11]2[N:10]([CH2:14][O:15][CH2:16][CH2:17][Si:18]([CH3:20])([CH3:21])[CH3:19])[C:9]([C:22]3[CH:23]=[N:24][N:25]([CH2:28][C:29]4[CH:30]=[N:31][CH:32]=[CH:33][CH:34]=4)[CH:26]=3)=[N:8][C:7]=2[N:6]=[CH:5]1)[CH2:2][CH3:3]. The catalyst class is: 3. (6) Reactant: C(O)(=O)[C@H](C1C=CC=CC=1)O.[CH:12]1([NH:15][C:16](=[O:24])[C@@H:17]([OH:23])[C@@H:18]([NH2:22])[CH2:19][CH2:20][CH3:21])[CH2:14][CH2:13]1.[ClH:25]. Product: [ClH:25].[CH:12]1([NH:15][C:16](=[O:24])[C@@H:17]([OH:23])[C@@H:18]([NH2:22])[CH2:19][CH2:20][CH3:21])[CH2:14][CH2:13]1. The catalyst class is: 480. (7) Reactant: Cl[C:2]1[N:7]=[N:6][C:5]([CH3:8])=[C:4]([C:9]2[CH:14]=[C:13]([C:15]([F:18])([F:17])[F:16])[CH:12]=[CH:11][C:10]=2[O:19][CH3:20])[CH:3]=1. Product: [CH3:20][O:19][C:10]1[CH:11]=[CH:12][C:13]([C:15]([F:16])([F:17])[F:18])=[CH:14][C:9]=1[C:4]1[CH:3]=[CH:2][N:7]=[N:6][C:5]=1[CH3:8]. The catalyst class is: 5. (8) Reactant: [CH2:1]([O:8][C:9]1[CH:14]=[CH:13][C:12](B(O)O)=[CH:11][CH:10]=1)[C:2]1[CH:7]=[CH:6][CH:5]=[CH:4][CH:3]=1.Br[C:19]1[C:20](=[O:26])[N:21]([CH3:25])[CH:22]=[CH:23][CH:24]=1.C(=O)([O-])[O-].[Na+].[Na+].COCCOC. Product: [CH2:1]([O:8][C:9]1[CH:14]=[CH:13][C:12]([C:19]2[C:20](=[O:26])[N:21]([CH3:25])[CH:22]=[CH:23][CH:24]=2)=[CH:11][CH:10]=1)[C:2]1[CH:7]=[CH:6][CH:5]=[CH:4][CH:3]=1. The catalyst class is: 103. (9) Reactant: [F:1][C:2]1[CH:8]=[CH:7][C:5]([NH2:6])=[CH:4][CH:3]=1.C(N(CC)CC)C.[CH2:16](Br)[C:17]1[CH:22]=[CH:21][CH:20]=[CH:19][CH:18]=1. Product: [CH2:16]([NH:6][C:5]1[CH:7]=[CH:8][C:2]([F:1])=[CH:3][CH:4]=1)[C:17]1[CH:22]=[CH:21][CH:20]=[CH:19][CH:18]=1. The catalyst class is: 96.